From a dataset of Peptide-MHC class I binding affinity with 185,985 pairs from IEDB/IMGT. Regression. Given a peptide amino acid sequence and an MHC pseudo amino acid sequence, predict their binding affinity value. This is MHC class I binding data. (1) The peptide sequence is TTGKLIWKV. The MHC is HLA-A24:02 with pseudo-sequence HLA-A24:02. The binding affinity (normalized) is 0. (2) The peptide sequence is KRQQVHALF. The MHC is HLA-A24:02 with pseudo-sequence HLA-A24:02. The binding affinity (normalized) is 0.322.